The task is: Predict the reactants needed to synthesize the given product.. This data is from Full USPTO retrosynthesis dataset with 1.9M reactions from patents (1976-2016). (1) The reactants are: CN([CH:4]=[N:5][C:6]1[CH:15]=[C:14]([O:16][CH2:17][CH3:18])[C:13]([N+:19]([O-:21])=[O:20])=[CH:12][C:7]=1[C:8]([O:10][CH3:11])=[O:9])C.[C:22]([O:26][C:27](=[O:31])[CH2:28][C:29]#[N:30])([CH3:25])([CH3:24])[CH3:23]. Given the product [C:22]([O:26][C:27](=[O:31])[C:28]([C:29]#[N:30])=[CH:4][NH:5][C:6]1[CH:15]=[C:14]([O:16][CH2:17][CH3:18])[C:13]([N+:19]([O-:21])=[O:20])=[CH:12][C:7]=1[C:8]([O:10][CH3:11])=[O:9])([CH3:25])([CH3:24])[CH3:23], predict the reactants needed to synthesize it. (2) Given the product [CH3:27][N:13]([C@@H:10]1[CH2:11][CH2:12][NH:8][CH2:9]1)[C:14](=[O:24])[CH2:15][NH:16][C:17](=[O:23])[O:18][C:19]([CH3:20])([CH3:21])[CH3:22], predict the reactants needed to synthesize it. The reactants are: C([N:8]1[CH2:12][CH2:11][C@@H:10]([NH:13][C:14](=[O:24])[CH2:15][NH:16][C:17](=[O:23])[O:18][C:19]([CH3:22])([CH3:21])[CH3:20])[CH2:9]1)C1C=CC=CC=1.[H][H].[CH3:27]O. (3) Given the product [CH:25]1([NH:24][C:22]([C:7]2[N:8]=[N:9][N:10]([C:11]3[CH:12]=[CH:13][C:14]([C:17]([NH:19][CH2:20][CH3:21])=[O:18])=[CH:15][CH:16]=3)[C:6]=2[CH2:5][CH2:4][CH2:3][C:2]2[NH:1][C:30](=[O:31])[O:29][N:28]=2)=[O:23])[CH2:27][CH2:26]1, predict the reactants needed to synthesize it. The reactants are: [NH2:1]/[C:2](=[N:28]\[OH:29])/[CH2:3][CH2:4][CH2:5][C:6]1[N:10]([C:11]2[CH:16]=[CH:15][C:14]([C:17]([NH:19][CH2:20][CH3:21])=[O:18])=[CH:13][CH:12]=2)[N:9]=[N:8][C:7]=1[C:22]([NH:24][CH:25]1[CH2:27][CH2:26]1)=[O:23].[C:30](N1C=CN=C1)(N1C=CN=C1)=[O:31].C1CCN2C(=NCCC2)CC1. (4) Given the product [NH4+:3].[OH-:24].[CH2:1]([N:3]([CH:27]1[CH2:35][CH2:34][C:30]2([CH2:31][N:32]([CH3:38])[CH2:33]2)[CH2:29][CH2:28]1)[C:4]1[C:19]2[CH2:18][CH:17]=[CH:16][CH2:15][CH2:14][C:13]3[CH:20]=[C:21]([CH3:25])[NH:22][C:23](=[O:24])[C:12]=3[CH2:11][NH:10][C:9](=[O:26])[C:8]=2[CH:7]=[CH:6][CH:5]=1)[CH3:2], predict the reactants needed to synthesize it. The reactants are: [CH2:1]([N:3]([CH:27]1[CH2:35][CH2:34][C:30]2([CH2:33][NH:32][CH2:31]2)[CH2:29][CH2:28]1)[C:4]1[C:19]2[CH2:18][CH:17]=[CH:16][CH2:15][CH2:14][C:13]3[CH:20]=[C:21]([CH3:25])[NH:22][C:23](=[O:24])[C:12]=3[CH2:11][NH:10][C:9](=[O:26])[C:8]=2[CH:7]=[CH:6][CH:5]=1)[CH3:2].C=O.[CH3:38]C(O)=O.[BH-](OC(C)=O)(OC(C)=O)OC(C)=O.[Na+]. (5) Given the product [Br:12][C:7]1[CH:8]=[C:9]([O:10][CH3:11])[C:2]([OH:1])=[C:3]([CH:6]=1)[CH:4]=[O:5], predict the reactants needed to synthesize it. The reactants are: [OH:1][C:2]1[C:9]([O:10][CH3:11])=[CH:8][CH:7]=[CH:6][C:3]=1[CH:4]=[O:5].[Br:12]Br. (6) Given the product [N:11]1[CH:12]=[CH:13][CH:14]=[CH:15][C:10]=1[CH2:9][N:8]([C:16]1[CH:21]=[C:20]([C:22]([F:25])([F:24])[F:23])[C:19]([Cl:27])=[C:18]([Br:26])[N:17]=1)[CH2:7][C:2]1[CH:3]=[CH:4][CH:5]=[CH:6][N:1]=1, predict the reactants needed to synthesize it. The reactants are: [N:1]1[CH:6]=[CH:5][CH:4]=[CH:3][C:2]=1[CH2:7][N:8]([C:16]1[CH:21]=[C:20]([C:22]([F:25])([F:24])[F:23])[CH:19]=[C:18]([Br:26])[N:17]=1)[CH2:9][C:10]1[CH:15]=[CH:14][CH:13]=[CH:12][N:11]=1.[Cl:27]N1C(=O)CCC1=O.O. (7) The reactants are: [H-].[Na+].C(O[C:6](=O)[CH2:7][C:8]([O:10][C:11]([CH3:14])(C)C)=[O:9])C.ClC1[CH:22]=[CH:21][C:20]([N+:23]([O-:25])=[O:24])=[CH:19][N:18]=1. Given the product [CH2:11]([O:10][C:8](=[O:9])[CH2:7][C:6]1[CH:22]=[CH:21][C:20]([N+:23]([O-:25])=[O:24])=[CH:19][N:18]=1)[CH3:14], predict the reactants needed to synthesize it. (8) Given the product [Cl:1][C:2]1[CH:3]=[CH:4][C:5]2[N:11]([CH3:12])[C:10](=[O:13])[CH:9]([NH:14][C:15]([NH:40][C:33]3[C:34]4[C:39](=[CH:38][CH:37]=[CH:36][CH:35]=4)[C:30]([N:24]4[CH2:29][CH2:28][O:27][CH2:26][CH2:25]4)=[CH:31][CH:32]=3)=[S:16])[N:8]=[C:7]([C:17]3[CH:18]=[N:19][CH:20]=[CH:21][CH:22]=3)[C:6]=2[CH:23]=1, predict the reactants needed to synthesize it. The reactants are: [Cl:1][C:2]1[CH:3]=[CH:4][C:5]2[N:11]([CH3:12])[C:10](=[O:13])[CH:9]([N:14]=[C:15]=[S:16])[N:8]=[C:7]([C:17]3[CH:18]=[N:19][CH:20]=[CH:21][CH:22]=3)[C:6]=2[CH:23]=1.[N:24]1([C:30]2[C:39]3[C:34](=[CH:35][CH:36]=[CH:37][CH:38]=3)[C:33]([NH2:40])=[CH:32][CH:31]=2)[CH2:29][CH2:28][O:27][CH2:26][CH2:25]1.